Dataset: Experimentally validated miRNA-target interactions with 360,000+ pairs, plus equal number of negative samples. Task: Binary Classification. Given a miRNA mature sequence and a target amino acid sequence, predict their likelihood of interaction. (1) Result: 0 (no interaction). The miRNA is hsa-miR-3618 with sequence UGUCUACAUUAAUGAAAAGAGC. The protein sequence of the target gene is MAAAELTAPAQGIVTFEDVAVYFSWKEWGLLDEAQKCLYHDVMLENLTLTTSLGGSGAGDEEAPYQQSTSPQRVSQVRIPKALPSPQKTNPCEICGPVLRQILHLVEHQGTHHGQKLYTDGACRKQLQFTAYLHQHQKQHVGQKHFRSNGGRDMFLSSCTFEVSGKPFTCKEVGKDFLVRSRFLQQQAAHTRKKSNRTKSAVAFHSVKNHYNWGECVKAFSYKHVRVQHQGDLIRERSYMCSECGKSFSTSCSLSDHLRVHTSEKPYTCGECGKSYRQSSSLITHRRIHTGVRPHQCDEC.... (2) The miRNA is hsa-miR-455-3p with sequence GCAGUCCAUGGGCAUAUACAC. The protein sequence of the target gene is MAPAEILNGKEISAQIRARLKNQVTQLKEQVPGFTPRLAILQVGNRDDSNLYINVKLKAAEEIGIKATHIKLPRTTTESEVMKYITSLNEDSTVHGFLVQLPLDSENSINTEEVINAIAPEKDVDGLTSINAGRLARGDLNDCFIPCTPKGCLELIKETGVPIAGRHAVVVGRSKIVGAPMHDLLLWNNATVTTCHSKTAHLDEEVNKGDILVVATGQPEMVKGEWIKPGAIVIDCGINYVPDDKKPNGRKVVGDVAYDEAKERASFITPVPGGVGPMTVAMLMQSTVESAKRFLEKFKP.... Result: 1 (interaction). (3) The miRNA is hsa-miR-4442 with sequence GCCGGACAAGAGGGAGG. The protein sequence of the target gene is MEENLISMREDHSFHVRYRMEASCLELALEGERLCKSGDCRAGVSFFEAAVQVGTEDLKTLSAIYSQLGNAYFYLHDYAKALEYHHHDLTLARTIGDQLGEAKASGNLGNTLKVLGNFDEAIVCCQRHLDISRELNDKVGEARALYNLGNVYHAKGKSFGCPGPQDVGEFPEEVRDALQAAVDFYEENLSLVTALGDRAAQGRAFGNLGNTHYLLGNFRDAVIAHEQRLLIAKEFGDKAAERRAYSNLGNAYIFLGEFETASEYYKKTLLLARQLKDRAVEAQSCYSLGNTYTLLQDYEK.... Result: 0 (no interaction). (4) The miRNA is mmu-miR-126a-5p with sequence CAUUAUUACUUUUGGUACGCG. The protein sequence of the target gene is MAAAGAGPGQEAGAGPGPGAVANATGAEEGEMKPVAAGAAAPPGEGISAAPTVEPSSGEAEGGEANLVDVSGGLETESSNGKDTLEGAGDTSEVMDTQAGSVDEENGRQLGEVELQCGICTKWFTADTFGIDTSSCLPFMTNYSFHCNVCHHSGNTYFLRKQANLKEMCLSALANLTWQSRTQDEHPKTMFSKDKDIIPFIDKYWECMTTRQRPGKMTWPNNIVKTMSKERDVFLVKEHPDPGSKDPEEDYPKFGLLDQDLSNIGPAYDNQKQSSAVSTSGNLNGGIAAGSSGKGRGAKR.... Result: 0 (no interaction). (5) The miRNA is hsa-miR-8086 with sequence UGCUAGUCUGGACUGAUAUGGU. The protein sequence of the target gene is MGLRTTKQMGRGTKAPGHQEDHMVKEPVEDTDPSTLSFNMSDKYPIQDTELPKAEECDTITLNCPRNSDMKNQGEENGFPDSTGDPLPEISKDNSCKENCTCSSCLLRAPTISDLLNDQDLLDVIRIKLDPCHPTVKNWRNFASKWGMSYDELCFLEQRPQSPTLEFLLRNSQRTVGQLMELCRLYHRADVEKVLRRWVDEEWPKRERGDPSRHF. Result: 0 (no interaction). (6) The miRNA is mmu-miR-505-3p with sequence CGUCAACACUUGCUGGUUUUCU. The protein sequence of the target gene is MNGTEGPNFYVPFSNVTGVVRSPFEQPQYYLAEPWQFSMLAAYMFLLIVLGFPINFLTLYVTVQHKKLRTPLNYILLNLAVADLFMVFGGFTTTLYTSLHGYFVFGPTGCNLEGFFATLGGEIALWSLVVLAIERYVVVCKPMSNFRFGENHAIMGVVFTWIMALACAAPPLVGWSRYIPEGMQCSCGIDYYTLKPEVNNESFVIYMFVVHFTIPMIVIFFCYGQLVFTVKEAAAQQQESATTQKAEKEVTRMVIIMVIFFLICWLPYASVAFYIFTHQGSNFGPIFMTLPAFFAKSSSI.... Result: 0 (no interaction). (7) The miRNA is cel-miR-233-3p with sequence UUGAGCAAUGCGCAUGUGCGGGA. The protein sequence of the target gene is MSYEEDDWFSYRTEFNKRADSPRAAGNYDFESGNIDNIPLNDDGPLSPSQDFDLAGTLEEYESYDLRLSPNGGLNREDQQPGPSGNNDGQYHVMQNNDSFAQHMQSSNTIEYNSFEMPTVINSNHDVGPYQDLGIDDPNSFYANQQPSTSQGNDMIINENYEMMGPSTSYMPQIDHMNPSGNSSSQINHQQGMIVPQVQQQPAKPKTTKKRPPPKKKTAAQAPDTVGTVLTKVNKLTQQIDNNNDNQEQKIETRISAEDLVRVSALLSRLDVYQKEQAQGNNTHDQDIEALQAEIAQVFT.... Result: 1 (interaction).